Dataset: Forward reaction prediction with 1.9M reactions from USPTO patents (1976-2016). Task: Predict the product of the given reaction. (1) The product is: [C:30]12([NH:29][C:28]([C:26]3[C:25]([F:36])=[CH:24][C:23]([F:37])=[C:22]([C:21]4[C:2]([NH:1][CH2:38][CH3:39])=[CH:3][C:4]5[O:8][C:7]([C:9]6[CH:14]=[CH:13][C:12]([F:15])=[CH:11][CH:10]=6)=[C:6]([C:16]([NH:18][CH3:19])=[O:17])[C:5]=5[CH:20]=4)[CH:27]=3)=[O:35])[CH2:34][CH:32]([CH2:33]1)[CH2:31]2. Given the reactants [NH2:1][C:2]1[C:21]([C:22]2[CH:27]=[C:26]([C:28](=[O:35])[NH:29][C:30]34[CH2:34][CH:32]([CH2:33]3)[CH2:31]4)[C:25]([F:36])=[CH:24][C:23]=2[F:37])=[CH:20][C:5]2[C:6]([C:16]([NH:18][CH3:19])=[O:17])=[C:7]([C:9]3[CH:14]=[CH:13][C:12]([F:15])=[CH:11][CH:10]=3)[O:8][C:4]=2[CH:3]=1.[CH2:38]1COC[CH2:39]1.C(=O)C.C([BH3-])#N.[Na+], predict the reaction product. (2) The product is: [CH3:8][N:9]1[CH:13]=[C:12]([C:14]2[N:19]=[C:18]([C:20]3[CH:24]=[CH:23][N:22]([C:25]4([CH2:29][C:30]#[N:31])[CH2:28][N:27]([CH2:3][C:2]([F:7])([F:6])[F:1])[CH2:26]4)[CH:21]=3)[N:17]3[CH:32]=[CH:33][N:34]=[C:16]3[CH:15]=2)[CH:11]=[N:10]1. Given the reactants [F:1][C:2]([F:7])([F:6])[C:3](O)=O.[CH3:8][N:9]1[CH:13]=[C:12]([C:14]2[N:19]=[C:18]([C:20]3[CH:24]=[CH:23][N:22]([C:25]4([CH2:29][C:30]#[N:31])[CH2:28][NH:27][CH2:26]4)[CH:21]=3)[N:17]3[CH:32]=[CH:33][N:34]=[C:16]3[CH:15]=2)[CH:11]=[N:10]1.CCN(C(C)C)C(C)C.FC(F)(F)S(OCC(F)(F)F)(=O)=O, predict the reaction product. (3) Given the reactants N#N.[CH2:3]([C:5]1[O:6][C:7]([C:13]2[CH:18]=[CH:17][CH:16]=[CH:15][CH:14]=2)=[C:8]([C:10](O)=[O:11])[N:9]=1)[CH3:4].CN(C=O)C.C(Cl)(=O)C([Cl:27])=O, predict the reaction product. The product is: [CH2:3]([C:5]1[O:6][C:7]([C:13]2[CH:18]=[CH:17][CH:16]=[CH:15][CH:14]=2)=[C:8]([C:10]([Cl:27])=[O:11])[N:9]=1)[CH3:4]. (4) Given the reactants [Cl:1][C:2]1[N:11]=[C:10]([N:12]2[CH2:17][CH2:16][CH2:15][C@H:14]([C:18]([NH:20][CH3:21])=[O:19])[CH2:13]2)[C:9]2[CH2:8][CH2:7][CH2:6][CH2:5][C:4]=2[N:3]=1.[F:22][C:23]([F:33])([F:32])[C:24]1[CH:25]=[C:26]([NH2:31])[CH:27]=[C:28]([NH2:30])[CH:29]=1, predict the reaction product. The product is: [ClH:1].[NH2:30][C:28]1[CH:27]=[C:26]([NH:31][C:2]2[N:11]=[C:10]([N:12]3[CH2:17][CH2:16][CH2:15][C@@H:14]([C:18]([NH:20][CH3:21])=[O:19])[CH2:13]3)[C:9]3[CH2:8][CH2:7][CH2:6][CH2:5][C:4]=3[N:3]=2)[CH:25]=[C:24]([C:23]([F:22])([F:32])[F:33])[CH:29]=1.